Task: Predict the product of the given reaction.. Dataset: Forward reaction prediction with 1.9M reactions from USPTO patents (1976-2016) Given the reactants [N:1]([CH:4]([C:6]1[C:15]([C:16]2[CH:21]=[CH:20][CH:19]=[CH:18][CH:17]=2)=[C:14]([C:22]([O:24][CH3:25])=[O:23])[C:13]2[C:8](=[CH:9][CH:10]=[C:11]([F:26])[CH:12]=2)[N:7]=1)[CH3:5])=[N+]=[N-], predict the reaction product. The product is: [NH2:1][CH:4]([C:6]1[C:15]([C:16]2[CH:21]=[CH:20][CH:19]=[CH:18][CH:17]=2)=[C:14]([C:22]([O:24][CH3:25])=[O:23])[C:13]2[C:8](=[CH:9][CH:10]=[C:11]([F:26])[CH:12]=2)[N:7]=1)[CH3:5].